From a dataset of Forward reaction prediction with 1.9M reactions from USPTO patents (1976-2016). Predict the product of the given reaction. (1) The product is: [Cl:1][C:2]1[N:3]=[C:4]([N:12]2[CH2:17][CH2:16][O:15][CH2:14][CH2:13]2)[C:5]2[N:10]=[C:9]([CH2:11][CH:31]([C:32]3[CH:37]=[CH:36][CH:35]=[CH:34][CH:33]=3)[OH:38])[S:8][C:6]=2[N:7]=1. Given the reactants [Cl:1][C:2]1[N:3]=[C:4]([N:12]2[CH2:17][CH2:16][O:15][CH2:14][CH2:13]2)[C:5]2[N:10]=[C:9]([CH3:11])[S:8][C:6]=2[N:7]=1.CN(C)CCN(C)C.[Li]CCCC.[CH:31](=[O:38])[C:32]1[CH:37]=[CH:36][CH:35]=[CH:34][CH:33]=1, predict the reaction product. (2) Given the reactants C(CCC[N:7]([CH3:58])[C@H:8]([C:12]([NH:14][C@H:15]([C:19]([N:21]([C@@H:23]([C@@H:54]([CH3:57])[CH2:55][CH3:56])[C@H:24]([O:52][CH3:53])[CH2:25][C:26]([N:28]1[CH2:32][CH2:31][CH2:30][C@H:29]1[C@H:33]([O:50][CH3:51])[C@@H:34]([CH3:49])[C:35]([NH:37][C@@H:38]([CH2:42][C:43]1[CH:48]=[CH:47][CH:46]=[CH:45][CH:44]=1)[C:39]([NH2:41])=[O:40])=[O:36])=[O:27])[CH3:22])=[O:20])[CH:16]([CH3:18])[CH3:17])=[O:13])[CH:9]([CH3:11])[CH3:10])(O)=O.[O:59]=[C:60]1[CH:64]=[CH:63][C:62](=[O:65])[N:61]1[CH2:66][CH2:67][CH2:68][CH2:69][CH2:70][C:71]([NH:73][NH2:74])=[O:72], predict the reaction product. The product is: [O:65]=[C:62]1[CH:63]=[CH:64][C:60](=[O:59])[N:61]1[CH2:66][CH2:67][CH2:68][CH2:69][CH2:70][C:71]([NH:73][NH:74][C:12](=[O:13])[CH2:8][CH2:9][CH2:10][CH2:11][CH:9]([CH3:10])[C@@H:8]([C:12]([NH:14][C@H:15]([C:19]([N:21]([C@@H:23]([C@@H:54]([CH3:57])[CH2:55][CH3:56])[C@H:24]([O:52][CH3:53])[CH2:25][C:26]([N:28]1[CH2:32][CH2:31][CH2:30][C@H:29]1[C@H:33]([O:50][CH3:51])[C@@H:34]([CH3:49])[C:35]([NH:37][C@@H:38]([CH2:42][C:43]1[CH:44]=[CH:45][CH:46]=[CH:47][CH:48]=1)[C:39]([NH2:41])=[O:40])=[O:36])=[O:27])[CH3:22])=[O:20])[CH:16]([CH3:17])[CH3:18])=[O:13])[NH:7][CH3:58])=[O:72]. (3) Given the reactants C([O:3][C:4]([C:6]1[N:7]=[N:8][C:9]([O:12][CH2:13][C:14]2[C:15]([C:20]3[CH:25]=[CH:24][CH:23]=[CH:22][CH:21]=3)=[N:16][O:17][C:18]=2[CH3:19])=[CH:10][CH:11]=1)=[O:5])C.[OH-].[Na+].C(=O)([O-])[O-].[Na+].[Na+], predict the reaction product. The product is: [CH3:19][C:18]1[O:17][N:16]=[C:15]([C:20]2[CH:21]=[CH:22][CH:23]=[CH:24][CH:25]=2)[C:14]=1[CH2:13][O:12][C:9]1[N:8]=[N:7][C:6]([C:4]([OH:5])=[O:3])=[CH:11][CH:10]=1. (4) Given the reactants [C:1]1([C:8]2[CH:13]=[CH:12][C:11]([OH:14])=[CH:10][CH:9]=2)[CH:6]=[CH:5][C:4]([OH:7])=[CH:3][CH:2]=1.C(=O)([O-])[O-].[K+].[K+].Cl[CH:22]([CH3:26])[C:23](=[O:25])[CH3:24].[Cl-].[NH4+], predict the reaction product. The product is: [CH3:5][CH2:6][CH2:1][CH2:2][CH2:3][CH3:4].[OH:14][C:11]1[CH:12]=[CH:13][C:8]([C:1]2[CH:2]=[CH:3][C:4]([O:7][CH:22]([CH3:26])[C:23](=[O:25])[CH3:24])=[CH:5][CH:6]=2)=[CH:9][CH:10]=1.[CH3:3][C:4]([CH3:5])=[O:7]. (5) Given the reactants [F:1][CH:2]([F:27])[C:3]([N:5]1[C@H:9]([CH2:10][F:11])[C@@H:8]([C:12]2[CH:17]=[CH:16][C:15]([C:18]3[S:22][C:21]([CH2:23]O)=[N:20][CH:19]=3)=[CH:14][CH:13]=2)[O:7][C:6]1([CH3:26])[CH3:25])=[O:4].[N:28]1C=CC=C[CH:29]=1.C(N(C(C)C)CC)(C)C.CN.Cl, predict the reaction product. The product is: [F:1][CH:2]([F:27])[C:3]([N:5]1[C@H:9]([CH2:10][F:11])[C@@H:8]([C:12]2[CH:17]=[CH:16][C:15]([C:18]3[S:22][C:21]([CH2:23][NH:28][CH3:29])=[N:20][CH:19]=3)=[CH:14][CH:13]=2)[O:7][C:6]1([CH3:25])[CH3:26])=[O:4]. (6) Given the reactants C(=O)([O-])[O-].[K+].[K+].Cl[C:8]([F:13])([F:12])C([O-])=O.[Na+].CN(C=O)C.[Br:20][C:21]1[CH:26]=[CH:25][C:24]([OH:27])=[CH:23][N:22]=1, predict the reaction product. The product is: [Br:20][C:21]1[CH:26]=[CH:25][C:24]([O:27][CH:8]([F:12])[F:13])=[CH:23][N:22]=1.